This data is from Full USPTO retrosynthesis dataset with 1.9M reactions from patents (1976-2016). The task is: Predict the reactants needed to synthesize the given product. (1) Given the product [C:16]([O:21][CH2:22][CH2:23][O:24][C:11]([CH:6]1[CH2:7][CH2:8][CH2:9][CH2:10][CH:5]1[C:14]([OH:13])=[O:15])=[O:12])(=[O:20])[C:17]([CH3:19])=[CH2:18], predict the reactants needed to synthesize it. The reactants are: CC(C)=O.[C@@H:5]12[C:14](=[O:15])[O:13][C:11](=[O:12])[C@@H:6]1[CH2:7][CH2:8][CH2:9][CH2:10]2.[C:16]([O:21][CH2:22][CH2:23][OH:24])(=[O:20])[C:17]([CH3:19])=[CH2:18]. (2) Given the product [CH2:21]([O:20][C:18]([NH:8][CH:7]([C:9]([OH:11])=[O:10])[CH2:6][C:2]1[S:1][CH:5]=[CH:4][CH:3]=1)=[O:19])[C:22]1[CH:27]=[CH:26][CH:25]=[CH:24][CH:23]=1, predict the reactants needed to synthesize it. The reactants are: [S:1]1[CH:5]=[CH:4][CH:3]=[C:2]1[CH2:6][CH:7]([C:9]([OH:11])=[O:10])[NH2:8].C([O-])([O-])=O.[K+].[K+].[C:18](Cl)([O:20][CH2:21][C:22]1[CH:27]=[CH:26][CH:25]=[CH:24][CH:23]=1)=[O:19].CCOC(C)=O. (3) Given the product [C:26]([C:22]1[N:23]=[C:24]([NH:1][C:2]2[S:6][N:5]=[C:4]([CH3:7])[C:3]=2[C:8]([NH:10][C:11]2[CH:16]=[CH:15][CH:14]=[CH:13][C:12]=2[CH2:17][CH3:18])=[O:9])[CH:25]=[CH:20][N:21]=1)#[N:27], predict the reactants needed to synthesize it. The reactants are: [NH2:1][C:2]1[S:6][N:5]=[C:4]([CH3:7])[C:3]=1[C:8]([NH:10][C:11]1[CH:16]=[CH:15][CH:14]=[CH:13][C:12]=1[CH2:17][CH3:18])=[O:9].Cl[C:20]1[CH:25]=[CH:24][N:23]=[C:22]([C:26]#[N:27])[N:21]=1.C(=O)([O-])[O-].[Cs+].[Cs+].CC1(C)C2C(=C(P(C3C=CC=CC=3)C3C=CC=CC=3)C=CC=2)OC2C(P(C3C=CC=CC=3)C3C=CC=CC=3)=CC=CC1=2. (4) Given the product [F:1][C:2]1[C:3]([CH:24]([CH3:26])[CH3:25])=[N:4][C:5]([N:8]2[CH2:16][C@@H:15]3[C@@:10]([C:18]4[CH:19]=[N:20][CH:21]=[CH:22][CH:23]=4)([N:11]=[C:12]([NH2:17])[S:13][CH2:14]3)[CH2:9]2)=[N:6][CH:7]=1, predict the reactants needed to synthesize it. The reactants are: [F:1][C:2]1[C:3]([CH:24]([CH3:26])[CH3:25])=[N:4][C:5]([N:8]2[CH2:16][CH:15]3[C:10]([C:18]4[CH:19]=[N:20][CH:21]=[CH:22][CH:23]=4)([N:11]=[C:12]([NH2:17])[S:13][CH2:14]3)[CH2:9]2)=[N:6][CH:7]=1.CO. (5) Given the product [C:23]([C@H:19]1[CH:20]=[CH:21][CH2:22][N:18]1[C:16](=[O:17])[CH2:15][CH2:14][CH2:13][CH2:12][C:11]([N:7]1[CH2:8][CH:9]=[CH:10][C@@H:6]1[C:4]([OH:5])=[O:3])=[O:28])([OH:25])=[O:24], predict the reactants needed to synthesize it. The reactants are: C([O:3][C:4]([C@H:6]1[CH:10]=[CH:9][CH2:8][N:7]1[C:11](=[O:28])[CH2:12][CH2:13][CH2:14][CH2:15][C:16]([N:18]1[CH2:22][CH:21]=[CH:20][C@@H:19]1[C:23]([O:25]CC)=[O:24])=[O:17])=[O:5])C.Cl. (6) Given the product [C:3]([O:7][C:8](=[O:20])[N:9]([CH2:25][C:24]1[CH:27]=[CH:28][C:29]([F:30])=[C:22]([F:21])[CH:23]=1)[C:10]1[S:14][C:13]2[CH:15]=[CH:16][CH:17]=[CH:18][C:12]=2[C:11]=1[CH3:19])([CH3:6])([CH3:5])[CH3:4], predict the reactants needed to synthesize it. The reactants are: [H-].[Na+].[C:3]([O:7][C:8](=[O:20])[NH:9][C:10]1[S:14][C:13]2[CH:15]=[CH:16][CH:17]=[CH:18][C:12]=2[C:11]=1[CH3:19])([CH3:6])([CH3:5])[CH3:4].[F:21][C:22]1[CH:23]=[C:24]([CH:27]=[CH:28][C:29]=1[F:30])[CH2:25]Br. (7) Given the product [CH3:1][O:2][CH2:3][C:4]1([CH2:7][CH2:8][CH2:9][CH2:10][CH2:11][CH2:12][CH2:13][CH2:14][CH2:15][CH2:16][CH2:17][CH2:18][C:19]2([C:22]([NH:52][S:49]([CH3:48])(=[O:51])=[O:50])=[O:24])[CH2:21][CH2:20]2)[CH2:6][CH2:5]1, predict the reactants needed to synthesize it. The reactants are: [CH3:1][O:2][CH2:3][C:4]1([CH2:7][CH2:8][CH2:9][CH2:10][CH2:11][CH2:12][CH2:13][CH2:14][CH2:15][CH2:16][CH2:17][CH2:18][C:19]2([C:22]([OH:24])=O)[CH2:21][CH2:20]2)[CH2:6][CH2:5]1.C(N1C=CN=C1)(N1C=CN=C1)=O.C1CCN2C(=NCCC2)CC1.[CH3:48][S:49]([NH2:52])(=[O:51])=[O:50]. (8) Given the product [CH2:6]([NH:12][C:13]([C:14]1[CH:15]=[CH:16][C:17]([B:24]([OH:29])[OH:25])=[CH:18][CH:19]=1)=[O:23])[CH2:11][C:10]1[CH:9]=[CH:8][CH:7]=[CH:4][CH:3]=1, predict the reactants needed to synthesize it. The reactants are: C([Li])C[CH2:3][CH3:4].[C:6]1([NH:12][C:13](=[O:23])[C:14]2[CH:19]=[CH:18][C:17](Br)=[CH:16][C:15]=2OC)[CH:11]=[CH:10][CH:9]=[CH:8][CH:7]=1.[B:24](OC(C)C)([O:29]C(C)C)[O:25]C(C)C.Cl.